From a dataset of Full USPTO retrosynthesis dataset with 1.9M reactions from patents (1976-2016). Predict the reactants needed to synthesize the given product. (1) Given the product [Cl:1][C:2]1[C:3]2[CH:18]=[C:17]([O:19][CH3:20])[C:16]([OH:21])=[CH:15][C:4]=2[S:5][C:6]=1[C:7]([N:9]1[CH2:10][CH2:11][O:12][CH2:13][CH2:14]1)=[O:8], predict the reactants needed to synthesize it. The reactants are: [Cl:1][C:2]1[C:3]2[CH:18]=[C:17]([O:19][CH3:20])[C:16]([O:21]C)=[CH:15][C:4]=2[S:5][C:6]=1[C:7]([N:9]1[CH2:14][CH2:13][O:12][CH2:11][CH2:10]1)=[O:8].[Cl-].[Al+3].[Cl-].[Cl-].Cl. (2) Given the product [CH3:7][C:8]1[CH2:19][C:18]2[CH:17]=[C:16]3[C:12](=[CH:11][C:10]=2[CH:9]=1)[CH2:13][CH2:14][CH2:15]3, predict the reactants needed to synthesize it. The reactants are: [H-].[H-].[H-].[H-].[Li+].[Al+3].[CH3:7][CH:8]1[CH2:19][C:18]2[C:10](=[CH:11][C:12]3[CH2:13][CH2:14][CH2:15][C:16]=3[CH:17]=2)[C:9]1=O.Cl.